This data is from Forward reaction prediction with 1.9M reactions from USPTO patents (1976-2016). The task is: Predict the product of the given reaction. (1) Given the reactants [C:1]1([CH:7]2[O:12][C@H:11]3[CH2:13][C@H:14]([OH:17])[CH2:15][O:16][C@@H:10]3[CH2:9][O:8]2)[CH:6]=[CH:5][CH:4]=[CH:3][CH:2]=1.[CH3:18][S:19](Cl)(=[O:21])=[O:20], predict the reaction product. The product is: [CH3:18][S:19]([O:17][C@@H:14]1[CH2:15][O:16][C@H:10]2[C@@H:11]([O:12][CH:7]([C:1]3[CH:2]=[CH:3][CH:4]=[CH:5][CH:6]=3)[O:8][CH2:9]2)[CH2:13]1)(=[O:21])=[O:20]. (2) Given the reactants F[C:2]1[CH:9]=[CH:8][C:7]([N+:10]([O-:12])=[O:11])=[CH:6][C:3]=1[CH:4]=[O:5].C(N(CC)CC)C.[CH3:20][C@H:21]1[O:26][C@@H:25]([CH3:27])[CH2:24][NH:23][CH2:22]1, predict the reaction product. The product is: [CH3:27][C@H:25]1[O:26][C@@H:21]([CH3:20])[CH2:22][N:23]([C:2]2[CH:9]=[CH:8][C:7]([N+:10]([O-:12])=[O:11])=[CH:6][C:3]=2[CH:4]=[O:5])[CH2:24]1. (3) Given the reactants [O:1]1[C:5]2[CH:6]=[CH:7][C:8]([C:10]3([C:13]([NH:15][C:16]4[CH:21]=[CH:20][C:19]([C:22](=[O:31])[C:23]5[CH:28]=[CH:27][CH:26]=[CH:25][C:24]=5[O:29][CH3:30])=[CH:18][N:17]=4)=[O:14])[CH2:12][CH2:11]3)=[CH:9][C:4]=2[O:3][CH2:2]1.[BH4-].[Na+], predict the reaction product. The product is: [O:1]1[C:5]2[CH:6]=[CH:7][C:8]([C:10]3([C:13]([NH:15][C:16]4[CH:21]=[CH:20][C:19]([CH:22]([OH:31])[C:23]5[CH:28]=[CH:27][CH:26]=[CH:25][C:24]=5[O:29][CH3:30])=[CH:18][N:17]=4)=[O:14])[CH2:12][CH2:11]3)=[CH:9][C:4]=2[O:3][CH2:2]1. (4) Given the reactants B.CSC.[N+:5]([C:8]1[CH:14]=[CH:13][C:11]([NH2:12])=[CH:10][CH:9]=1)([O-])=O.F[C:16](F)(F)[C:17]([NH2:19])=O.FC(F)(F)C(O[C:27](=O)[C:28](F)(F)F)=O.[H-].[Na+].[Cl-].[NH4+:38], predict the reaction product. The product is: [CH3:10][C:9]1[CH:8]=[C:14]([CH3:13])[N:38]=[C:17]([NH:19][CH2:27][CH2:28][NH:5][C:8]2[CH:14]=[CH:13][C:11]([NH2:12])=[CH:10][CH:9]=2)[CH:16]=1. (5) Given the reactants [CH2:1]([C:4]1[C:12]2[O:11][N:10]=[C:9]([C:13]([F:16])([F:15])[F:14])[C:8]=2[CH:7]=[CH:6][C:5]=1[O:17][CH2:18][CH2:19][CH:20](OCCCBr)[NH:21][CH3:22])[CH2:2][CH3:3].[CH2:28]([N:30]=[C:31]=[O:32])[CH3:29], predict the reaction product. The product is: [CH2:28]([NH:30][C:31](=[O:32])[N:21]([CH3:22])[CH2:20][CH2:19][CH2:18][O:17][C:5]1[CH:6]=[CH:7][C:8]2[C:9]([C:13]([F:16])([F:15])[F:14])=[N:10][O:11][C:12]=2[C:4]=1[CH2:1][CH2:2][CH3:3])[CH3:29].